The task is: Binary Classification. Given a miRNA mature sequence and a target amino acid sequence, predict their likelihood of interaction.. This data is from Experimentally validated miRNA-target interactions with 360,000+ pairs, plus equal number of negative samples. (1) The miRNA is mmu-miR-340-5p with sequence UUAUAAAGCAAUGAGACUGAUU. The protein sequence of the target gene is MAASALGRMCGAAREKLSPGPGARGLGALARSLVLALLLVPVLCSDRSENPPNNATVSSPVVVTAPGNHTSPSVSQISTTLSPASAEKSGSSSAAPTPTAAPSAPEEEADSNEDPSMEEEDLLALNSSPATGKDTLDNGDYGEPDYDWTTNPRDEEPEDINIAISKESRRFRGFQDSVEVVKLPPPNREDSHFFFHLLIFAFCAAVVYVTYHNKRKIFLLVQSRKWRDGLCSKTVEYHRLDQNVNEAMPSLKITNDYIF. Result: 0 (no interaction). (2) The miRNA is mmu-miR-467c-5p with sequence UAAGUGCGUGCAUGUAUAUGUG. The protein sequence of the target gene is MAEPSVESSSPGGSATSEDHEFDPSADMLVHDFDDERTLEEEEMMEGETNFSSEIEDLAREGDMPIHELLSLYGYDSTVRLPEEEEEEEEEEEGEDDEDADNDDNSGCSGENKEENIKDSSGQEDETQSSNDDPSQSVTSQDAQEIIRPRRCKYFDTNSEIEEESEEDEDYIPSEDWKKEIMVGSMFQAEIPVGVCRYKENEKVYENDDQLLWDPECLPEEKVVVFLKDASRRTGDEKGVEAIPEGSHIKDNEQALYELVKCSFDTEEALRRLRFNVKAAREELSVWTEEECRNFEQGLK.... Result: 0 (no interaction). (3) The miRNA is hsa-miR-26b-5p with sequence UUCAAGUAAUUCAGGAUAGGU. The protein sequence of the target gene is MVLILGRRLNREDLGVRDSPATKRKVFEMDPKSLTGHEFFDFSSGSSHAENILQIFNEFRDSRLFTDVIICVEGKEFPCHRAVLSACSSYFRAMFCNDHRESREMLVEINGILAEAMECFLQYVYTGKVKITTENVQYLFETSSLFQISVLRDACAKFLEEQLDPCNCLGIQRFADTHSLKTLFTKCKNFALQTFEDVSQHEEFLELDKDELIDYICSDELVIGKEEMVFEAVMRWVYRAVDLRRPLLHELLTHVRLPLLHPNYFVQTVEVDQLIQNSPECYQLLHEARRYHILGNEMMS.... Result: 1 (interaction). (4) The miRNA is hsa-miR-5194 with sequence UGAGGGGUUUGGAAUGGGAUGG. The protein sequence of the target gene is MAPSAWAICWLLGGLLLHGGSSGPSPGPSVPRLRLSYRDLLSANRSAIFLGPQGSLNLQAMYLDEYRDRLFLGGLDALYSLRLDQAWPDPREVLWPPQPGQREECVRKGRDPLTECANFVRVLQPHNRTHLLACGTGAFQPTCALITVGHRGEHVLHLEPGSVESGRGRCPHEPSRPFASTFIDGELYTGLTADFLGREAMIFRSGGPRPALRSDSDQSLLHDPRFVMAARIPENSDQDNDKVYFFFSETVPSPDGGSNHVTVSRVGRVCVNDAGGQRVLVNKWSTFLKARLVCSVPGPG.... Result: 0 (no interaction).